Task: Predict the product of the given reaction.. Dataset: Forward reaction prediction with 1.9M reactions from USPTO patents (1976-2016) (1) Given the reactants C[C:2](C)([O-:4])C.[K+].[C:7]([O:11][C:12]([NH:14][C@H:15]1[CH2:20][CH2:19][C@H:18]([NH:21][C:22]2[CH:31]=[CH:30][C:25]([C:26]([O:28][CH3:29])=[O:27])=[C:24](F)[N:23]=2)[CH2:17][CH2:16]1)=[O:13])([CH3:10])([CH3:9])[CH3:8].Cl, predict the reaction product. The product is: [C:7]([O:11][C:12]([NH:14][C@H:15]1[CH2:20][CH2:19][C@H:18]([NH:21][C:22]2[CH:31]=[CH:30][C:25]([C:26]([O:28][CH3:29])=[O:27])=[C:24]([O:4][CH3:2])[N:23]=2)[CH2:17][CH2:16]1)=[O:13])([CH3:10])([CH3:9])[CH3:8]. (2) The product is: [CH:18]1([CH2:17][C@H:8]([C@H:6]([OH:7])[C:5]([O:4][CH:1]([CH3:2])[CH3:3])=[O:15])[C:9]([O:11][CH:12]([CH3:14])[CH3:13])=[O:10])[CH2:22][CH2:21][CH2:20][CH2:19]1. Given the reactants [CH:1]([O:4][C:5](=[O:15])[C@H:6]([CH2:8][C:9]([O:11][CH:12]([CH3:14])[CH3:13])=[O:10])[OH:7])([CH3:3])[CH3:2].I[CH2:17][CH:18]1[CH2:22][CH2:21][CH2:20][CH2:19]1.C[Si]([N-][Si](C)(C)C)(C)C.[Li+], predict the reaction product. (3) Given the reactants [CH2:1]([O:3][C:4](=[O:22])[CH2:5][NH:6][CH2:7][CH2:8][NH:9][S:10]([C:13]1[S:14][C:15]2[CH:21]=[CH:20][CH:19]=[CH:18][C:16]=2[N:17]=1)(=[O:12])=[O:11])[CH3:2].[CH3:23][S:24][CH2:25][CH2:26][O:27][C:28]([NH:30][C:31]1[CH:36]=[CH:35][N:34]([CH2:37][C:38](O)=[O:39])[C:33](=[O:41])[N:32]=1)=[O:29], predict the reaction product. The product is: [CH2:1]([O:3][C:4](=[O:22])[CH2:5][N:6]([CH2:7][CH2:8][NH:9][S:10]([C:13]1[S:14][C:15]2[CH:21]=[CH:20][CH:19]=[CH:18][C:16]=2[N:17]=1)(=[O:12])=[O:11])[C:38](=[O:39])[CH2:37][N:34]1[CH:35]=[CH:36][C:31]([NH:30][C:28]([O:27][CH2:26][CH2:25][S:24][CH3:23])=[O:29])=[N:32][C:33]1=[O:41])[CH3:2]. (4) Given the reactants FC1C=CC(C2CCC3C(=CC=C(OC)C=3)C2)=C(N)C=1.Cl.[F:22][C:23]1[CH:24]=[C:25]([CH:29]=[CH:30][C:31]=1[O:32][CH2:33][CH2:34][N:35]1[CH2:40][CH2:39][CH2:38][CH2:37][CH2:36]1)[C:26](O)=O.[F:41][C:42]1[CH:43]=[CH:44][C:45]([CH:66]2[CH2:75][CH2:74][C:73]3[C:68](=[CH:69][CH:70]=[C:71]([O:76][CH3:77])[CH:72]=3)[CH2:67]2)=[C:46]([NH:48][CH2:49][C:50]2C=CC(OCCN3CCCCC3)=C(F)C=2)[CH:47]=1, predict the reaction product. The product is: [CH2:49]([N:48]([C:46]1[CH:47]=[C:42]([F:41])[CH:43]=[CH:44][C:45]=1[CH:66]1[CH2:75][CH2:74][C:73]2[C:68](=[CH:69][CH:70]=[C:71]([O:76][CH3:77])[CH:72]=2)[CH2:67]1)[CH2:26][C:25]1[CH:29]=[CH:30][C:31]([O:32][CH2:33][CH2:34][N:35]2[CH2:40][CH2:39][CH2:38][CH2:37][CH2:36]2)=[C:23]([F:22])[CH:24]=1)[CH3:50]. (5) Given the reactants [CH3:1][Si:2]([CH3:15])([CH3:14])[CH2:3][CH2:4][O:5][CH2:6][N:7]1[CH:11]=[CH:10][N:9]=[C:8]1[CH:12]=O.[CH3:16][O:17][C:18]1[CH:23]=[CH:22][C:21]([CH2:24][NH2:25])=[CH:20][CH:19]=1.C(O[BH-](O[C:36](=[O:38])[CH3:37])OC(=O)C)(=O)C.[Na+].[OH-].[Na+], predict the reaction product. The product is: [CH3:16][O:17][C:18]1[CH:23]=[CH:22][C:21]([CH2:24][N:25]([CH2:12][C:8]2[N:7]([CH2:6][O:38][CH2:36][CH2:37][Si:2]([CH3:1])([CH3:14])[CH3:3])[CH:11]=[CH:10][N:9]=2)[CH2:12][C:8]2[N:7]([CH2:6][O:5][CH2:4][CH2:3][Si:2]([CH3:15])([CH3:14])[CH3:1])[CH:11]=[CH:10][N:9]=2)=[CH:20][CH:19]=1. (6) Given the reactants [CH2:1]([N:5]1[CH2:18][CH2:17][C:7]2([CH2:16][CH2:15][C:10]3([O:14][CH2:13][CH2:12][O:11]3)[CH2:9][CH2:8]2)[C:6]1=O)[CH2:2][CH2:3][CH3:4].[H-].[Al+3].[Li+].[H-].[H-].[H-].O.[OH-].[Na+], predict the reaction product. The product is: [CH2:1]([N:5]1[CH2:18][CH2:17][C:7]2([CH2:8][CH2:9][C:10]3([O:14][CH2:13][CH2:12][O:11]3)[CH2:15][CH2:16]2)[CH2:6]1)[CH2:2][CH2:3][CH3:4].